The task is: Predict the reactants needed to synthesize the given product.. This data is from Full USPTO retrosynthesis dataset with 1.9M reactions from patents (1976-2016). (1) Given the product [CH3:32][O:31][C:25]1[CH:24]=[C:23]([CH:21]2[C:4]3[C:5](=[CH:6][C:7]([O:9][CH3:10])=[CH:8][C:3]=3[O:2][CH3:1])[CH:11]([OH:34])[CH:12]2[C:13]2[CH:18]=[CH:17][C:16]([O:19][CH3:20])=[CH:15][CH:14]=2)[CH:28]=[C:27]([O:29][CH3:30])[CH:26]=1, predict the reactants needed to synthesize it. The reactants are: [CH3:1][O:2][C:3]1[CH:8]=[C:7]([O:9][CH3:10])[CH:6]=[C:5]([CH:11]=[CH:12][C:13]2[CH:18]=[CH:17][C:16]([O:19][CH3:20])=[CH:15][CH:14]=2)[C:4]=1[CH:21]([C:23]1[CH:28]=[C:27]([O:29][CH3:30])[CH:26]=[C:25]([O:31][CH3:32])[CH:24]=1)O.C(O)(C(F)(F)F)=[O:34].C([O-])([O-])=O.[K+].[K+].CO. (2) The reactants are: [CH:1](=O)[C:2]1[CH:7]=[CH:6][CH:5]=[CH:4][CH:3]=1.[BH-](OC(C)=O)(OC(C)=O)OC(C)=O.[Na+].[CH3:23][O:24][C:25]([C:27]1[NH:31][C:30]2[CH:32]=[CH:33][C:34]([NH2:36])=[CH:35][C:29]=2[N:28]=1)=[O:26]. Given the product [CH3:23][O:24][C:25]([C:27]1[NH:28][C:29]2[CH:35]=[C:34]([NH:36][CH2:1][C:2]3[CH:7]=[CH:6][CH:5]=[CH:4][CH:3]=3)[CH:33]=[CH:32][C:30]=2[N:31]=1)=[O:26], predict the reactants needed to synthesize it. (3) Given the product [C:37]([S:35]([NH:34][C:32]([CH:29]1[CH2:31][CH2:30]1)([CH3:33])[CH2:2][C:1]([O:4][C:5]([CH3:8])([CH3:7])[CH3:6])=[O:3])=[O:36])([CH3:38])([CH3:39])[CH3:40], predict the reactants needed to synthesize it. The reactants are: [C:1]([O:4][C:5]([CH3:8])([CH3:7])[CH3:6])(=[O:3])[CH3:2].C(NC(C)C)(C)C.[Li].C1COCC1.CCCCCCC.[CH:29]1(/[C:32](=[N:34]/[S:35]([C:37]([CH3:40])([CH3:39])[CH3:38])=[O:36])/[CH3:33])[CH2:31][CH2:30]1. (4) Given the product [N+:24]([C:23]1[CH:18]=[CH:19][C:20]([O:16][C:15]([C:6]2[C:7]3[N:8]([N:9]=[C:10]([CH2:12][O:13][CH3:14])[CH:11]=3)[C:3]([O:2][CH3:1])=[CH:4][CH:5]=2)=[O:17])=[CH:21][CH:22]=1)([O-:26])=[O:25], predict the reactants needed to synthesize it. The reactants are: [CH3:1][O:2][C:3]1[N:8]2[N:9]=[C:10]([CH2:12][O:13][CH3:14])[CH:11]=[C:7]2[C:6]([C:15]([OH:17])=[O:16])=[CH:5][CH:4]=1.[CH:18]1[C:23]([N+:24]([O-:26])=[O:25])=[CH:22][CH:21]=[C:20](O)[CH:19]=1.Cl.CN(C)CCCN=C=NCC.CN(C1C=CC=CN=1)C. (5) Given the product [Cl:34][C:35]1[C:36]([N:21]2[CH2:22][CH2:23][CH:18]([N:15]3[CH2:16][CH2:17][C@H:13]([NH:12][C:3]4[CH:4]=[CH:5][C:6]([S:8]([CH3:11])(=[O:10])=[O:9])=[CH:7][C:2]=4[F:1])[C:14]3=[O:24])[CH2:19][CH2:20]2)=[N:37][CH:38]=[C:39]([CH:44]=1)[C:40]([O:42][CH3:43])=[O:41], predict the reactants needed to synthesize it. The reactants are: [F:1][C:2]1[CH:7]=[C:6]([S:8]([CH3:11])(=[O:10])=[O:9])[CH:5]=[CH:4][C:3]=1[NH:12][C@H:13]1[CH2:17][CH2:16][N:15]([CH:18]2[CH2:23][CH2:22][NH:21][CH2:20][CH2:19]2)[C:14]1=[O:24].C(N(C(C)C)C(C)C)C.[Cl:34][C:35]1[C:36](Cl)=[N:37][CH:38]=[C:39]([CH:44]=1)[C:40]([O:42][CH3:43])=[O:41]. (6) Given the product [Cl:13][CH2:2][C:3]1[CH:7]=[N:6][N:5]([CH2:8][CH2:9][CH3:10])[N:4]=1, predict the reactants needed to synthesize it. The reactants are: O[CH2:2][C:3]1[CH:7]=[N:6][N:5]([CH2:8][CH2:9][CH3:10])[N:4]=1.S(Cl)([Cl:13])=O. (7) Given the product [CH2:1]([O:3][C:4]([C:6]1([C:9]2[CH:14]=[CH:13][C:12]([C:15]3[CH:20]=[CH:19][C:18]([C:21]4[O:25][N:24]=[C:23]([CH3:26])[C:22]=4[NH:27][C:28]4[N:29]=[C:30]([C:38]5[CH:39]=[CH:40][N:35]=[CH:36][CH:37]=5)[CH:31]=[CH:32][CH:33]=4)=[CH:17][CH:16]=3)=[CH:11][CH:10]=2)[CH2:8][CH2:7]1)=[O:5])[CH3:2], predict the reactants needed to synthesize it. The reactants are: [CH2:1]([O:3][C:4]([C:6]1([C:9]2[CH:14]=[CH:13][C:12]([C:15]3[CH:20]=[CH:19][C:18]([C:21]4[O:25][N:24]=[C:23]([CH3:26])[C:22]=4[NH:27][C:28]4[CH:33]=[CH:32][CH:31]=[C:30](Br)[N:29]=4)=[CH:17][CH:16]=3)=[CH:11][CH:10]=2)[CH2:8][CH2:7]1)=[O:5])[CH3:2].[N:35]1[CH:40]=[CH:39][C:38](B(O)O)=[CH:37][CH:36]=1. (8) Given the product [CH2:17]([N:15]1[CH2:14][CH2:13][NH:12][C:11](=[O:16])[CH:10]1[C:7]1[CH:6]=[CH:5][C:4]([N+:1]([O-:3])=[O:2])=[CH:9][CH:8]=1)[CH3:18], predict the reactants needed to synthesize it. The reactants are: [N+:1]([C:4]1[CH:9]=[CH:8][C:7]([C:10]2[C:11](=[O:16])[NH:12][CH2:13][CH2:14][N:15]=2)=[CH:6][CH:5]=1)([O-:3])=[O:2].[CH:17](=O)[CH3:18].C([BH3-])#N.[Na+].[OH-].[Na+]. (9) Given the product [C:29]([NH:28][S:27]([C:22]1[CH:23]=[CH:24][CH:25]=[CH:26][C:21]=1[C:18]1[CH:19]=[CH:20][C:15]([NH:14][C:13]([CH:9]2[CH2:10][CH2:11][CH2:12][NH:8]2)=[O:35])=[N:16][CH:17]=1)(=[O:34])=[O:33])([CH3:32])([CH3:30])[CH3:31], predict the reactants needed to synthesize it. The reactants are: C(OC([N:8]1[CH2:12][CH2:11][CH2:10][CH:9]1[C:13](=[O:35])[NH:14][C:15]1[CH:20]=[CH:19][C:18]([C:21]2[CH:26]=[CH:25][CH:24]=[CH:23][C:22]=2[S:27](=[O:34])(=[O:33])[NH:28][C:29]([CH3:32])([CH3:31])[CH3:30])=[CH:17][N:16]=1)=O)(C)(C)C.FC(F)(F)C(O)=O.